Task: Regression. Given a peptide amino acid sequence and an MHC pseudo amino acid sequence, predict their binding affinity value. This is MHC class I binding data.. Dataset: Peptide-MHC class I binding affinity with 185,985 pairs from IEDB/IMGT (1) The peptide sequence is LPGPQVTAVLLHEES. The binding affinity (normalized) is 0.167. The MHC is HLA-B54:01 with pseudo-sequence HLA-B54:01. (2) The peptide sequence is YMLSWGKEA. The MHC is HLA-B39:01 with pseudo-sequence HLA-B39:01. The binding affinity (normalized) is 0.0847. (3) The peptide sequence is VMPEKRNVV. The MHC is HLA-A02:06 with pseudo-sequence HLA-A02:06. The binding affinity (normalized) is 0.252. (4) The peptide sequence is RRRGACVVY. The binding affinity (normalized) is 0.387. The MHC is HLA-B15:01 with pseudo-sequence HLA-B15:01.